From a dataset of Forward reaction prediction with 1.9M reactions from USPTO patents (1976-2016). Predict the product of the given reaction. (1) Given the reactants [CH3:1][O:2][C:3]1[CH:4]=[C:5]([C:13]2[CH:14]=[C:15]([OH:23])[C:16]3[CH:17]=[CH:18][CH:19]=[N:20][C:21]=3[CH:22]=2)[CH:6]=[C:7]([O:11][CH3:12])[C:8]=1[O:9][CH3:10].CO.[C:26]1(P(C2C=CC=CC=2)C2C=CC=CC=2)C=CC=CC=1.C1C=CC(COC(/N=N/C(OCC2C=CC=CC=2)=O)=O)=CC=1, predict the reaction product. The product is: [CH3:26][O:23][C:15]1[CH:14]=[C:13]([C:5]2[CH:6]=[C:7]([O:11][CH3:12])[C:8]([O:9][CH3:10])=[C:3]([O:2][CH3:1])[CH:4]=2)[CH:22]=[C:21]2[C:16]=1[CH:17]=[CH:18][CH:19]=[N:20]2. (2) Given the reactants [Si]([N:5]=[N+:6]=[N-:7])(C)(C)C.[CH2:8]([CH:15]1[O:17][CH:16]1[CH2:18][OH:19])[C:9]1[CH:14]=[CH:13][CH:12]=[CH:11][CH:10]=1, predict the reaction product. The product is: [N:5]([CH:15]([CH2:8][C:9]1[CH:14]=[CH:13][CH:12]=[CH:11][CH:10]=1)[CH:16]([OH:17])[CH2:18][OH:19])=[N+:6]=[N-:7]. (3) Given the reactants C(OC(N[C@@H]1C[C@H](NC(OC(C)(C)C)=O)CNC1)=O)(C)(C)C.C(N(C(C)C)C(C)C)C.[Cl:32][C:33]1[C:34]([F:42])=[N:35][C:36]([F:41])=[C:37]([Cl:40])[C:38]=1F, predict the reaction product. The product is: [Cl:32][C:33]1[C:34]([F:42])=[N:35][C:36]([F:41])=[C:37]([Cl:40])[CH:38]=1.